This data is from Full USPTO retrosynthesis dataset with 1.9M reactions from patents (1976-2016). The task is: Predict the reactants needed to synthesize the given product. (1) Given the product [Cl:5][C:6]1[N:14]=[C:13]([O:15][CH2:16][C:17]([F:20])([F:18])[F:19])[CH:12]=[CH:11][C:7]=1[C:8]([O:10][CH3:22])=[O:9], predict the reactants needed to synthesize it. The reactants are: S(Cl)(Cl)=O.[Cl:5][C:6]1[N:14]=[C:13]([O:15][CH2:16][C:17]([F:20])([F:19])[F:18])[CH:12]=[CH:11][C:7]=1[C:8]([OH:10])=[O:9].Cl[C:22]1C=CC(C(O)=O)=C(OCC(F)(F)F)N=1.FC(F)(F)COC1N=C(OCC(F)(F)F)C=CC=1C(O)=O. (2) Given the product [CH3:15][O:16][C:17]1[CH:22]=[CH:21][C:20]([C:2]2[CH:11]=[CH:10][C:5]([C:6]([O:8][CH3:9])=[O:7])=[C:4]([N+:12]([O-:14])=[O:13])[CH:3]=2)=[CH:19][CH:18]=1, predict the reactants needed to synthesize it. The reactants are: Cl[C:2]1[CH:11]=[CH:10][C:5]([C:6]([O:8][CH3:9])=[O:7])=[C:4]([N+:12]([O-:14])=[O:13])[CH:3]=1.[CH3:15][O:16][C:17]1[CH:22]=[CH:21][C:20](B(O)O)=[CH:19][CH:18]=1.[F-].[Cs+].O. (3) Given the product [F:17][C:8]1[C:7]2[C:11](=[CH:12][C:4]([N+:1]([O-:3])=[O:2])=[CH:5][CH:6]=2)[NH:10][N:9]=1, predict the reactants needed to synthesize it. The reactants are: [N+:1]([C:4]1[CH:12]=[C:11]2[C:7]([CH:8]=[N:9][NH:10]2)=[CH:6][CH:5]=1)([O-:3])=[O:2].C(#N)C.[B-](F)(F)(F)[F:17].[B-](F)(F)(F)F.C1[N+]2(CCl)CC[N+](F)(CC2)C1. (4) The reactants are: C(=O)([O-])[O-].[Cs+].[Cs+].[O:7]1[CH2:11][CH2:10][C:9]([CH:12]([C:17]2[CH:22]=[CH:21][C:20]([OH:23])=[CH:19][CH:18]=2)[CH2:13][C:14]([OH:16])=[O:15])=[N:8]1.Br[CH2:25][C:26]1[CH:27]=[C:28]2[C:33](=[CH:34][CH:35]=1)[C:32]([CH3:37])([CH3:36])[CH2:31][CH2:30][C:29]2([CH3:39])[CH3:38].CCOC(C)=O. Given the product [O:7]1[CH2:11][CH2:10][C:9]([CH:12]([C:17]2[CH:18]=[CH:19][C:20]([O:23][CH2:25][C:26]3[CH:35]=[CH:34][C:33]4[C:32]([CH3:37])([CH3:36])[CH2:31][CH2:30][C:29]([CH3:39])([CH3:38])[C:28]=4[CH:27]=3)=[CH:21][CH:22]=2)[CH2:13][C:14]([OH:16])=[O:15])=[N:8]1, predict the reactants needed to synthesize it. (5) Given the product [Cl:14][C:15]1[CH:20]=[CH:19][CH:18]=[C:17]([O:13][CH:10]2[CH2:11][CH2:12][N:7]([CH2:6][CH:3]3[CH2:4][CH2:5]3)[CH2:8][CH2:9]2)[N:16]=1, predict the reactants needed to synthesize it. The reactants are: [H-].[Na+].[CH:3]1([CH2:6][N:7]2[CH2:12][CH2:11][CH:10]([OH:13])[CH2:9][CH2:8]2)[CH2:5][CH2:4]1.[Cl:14][C:15]1[CH:20]=[CH:19][CH:18]=[C:17](Cl)[N:16]=1. (6) Given the product [Cl:13][C:14]1[CH:19]=[C:18]([C:2]2[CH:7]=[CH:6][C:5]([N+:8]([O-:10])=[O:9])=[CH:4][C:3]=2[O:11][CH3:12])[CH:17]=[CH:16][N:15]=1, predict the reactants needed to synthesize it. The reactants are: Br[C:2]1[CH:7]=[CH:6][C:5]([N+:8]([O-:10])=[O:9])=[CH:4][C:3]=1[O:11][CH3:12].[Cl:13][C:14]1[CH:19]=[C:18](B(O)O)[CH:17]=[CH:16][N:15]=1.C(=O)([O-])[O-].[Na+].[Na+]. (7) Given the product [CH3:15][O:16][C:17](=[O:38])[C@H:18]([CH2:30][C:31]1[CH:32]=[CH:33][C:34]([C:4]2[C:3]([O:2][CH3:1])=[CH:8][CH:7]=[CH:6][C:5]=2[N:9]([CH3:11])[CH3:10])=[CH:35][CH:36]=1)[NH:19][C:20](=[O:29])[C:21]1[C:22]([Cl:28])=[CH:23][CH:24]=[CH:25][C:26]=1[Cl:27], predict the reactants needed to synthesize it. The reactants are: [CH3:1][O:2][C:3]1[CH:8]=[CH:7][CH:6]=[C:5]([N:9]([CH3:11])[CH3:10])[C:4]=1B(O)O.[CH3:15][O:16][C:17](=[O:38])[C@H:18]([CH2:30][C:31]1[CH:36]=[CH:35][C:34](Br)=[CH:33][CH:32]=1)[NH:19][C:20](=[O:29])[C:21]1[C:26]([Cl:27])=[CH:25][CH:24]=[CH:23][C:22]=1[Cl:28]. (8) Given the product [Cl:1][C:2]1[C:3]([N:19]2[CH2:24][CH2:23][CH:22]([C:25]([O:27][CH3:28])=[O:26])[CH2:21][CH2:20]2)=[N:4][CH:5]=[C:6]([C:12]2[O:13][C:14]([CH2:17][CH3:18])=[CH:15][N:16]=2)[C:7]=1[NH:31][CH3:30], predict the reactants needed to synthesize it. The reactants are: [Cl:1][C:2]1[C:3]([N:19]2[CH2:24][CH2:23][CH:22]([C:25]([O:27][CH3:28])=[O:26])[CH2:21][CH2:20]2)=[N:4][CH:5]=[C:6]([C:12]2[O:13][C:14]([CH2:17][CH3:18])=[CH:15][N:16]=2)[C:7]=1S(C)(=O)=O.C[CH2:30][N:31](C(C)C)C(C)C.CN. (9) The reactants are: NCCNCC[OH:7].OCCN(CCO)[CH2:12][CH2:13][N:14]([CH2:18][CH2:19][OH:20])[CH2:15][CH2:16][OH:17].C(O)CCCCCCCCCCC.C(O)(=O)CC(CC(O)=O)(C(O)=O)O.CC(P(O)(O)=O)(P(O)(O)=O)O.O.O.C(S(O)(=O)=O)CS(O)(=O)=O. Given the product [N:14]([CH2:13][CH2:12][OH:7])([CH2:18][CH2:19][OH:20])[CH2:15][CH2:16][OH:17], predict the reactants needed to synthesize it. (10) Given the product [CH3:18][S:17][C:13]1[N:12]=[C:11]([C:10]2[C:5]3[C:6](=[N:7][C:2]([NH:19][CH2:20][CH2:21][OH:22])=[N:3][CH:4]=3)[NH:8][N:9]=2)[CH:16]=[CH:15][N:14]=1, predict the reactants needed to synthesize it. The reactants are: Cl[C:2]1[N:7]=[C:6]2[NH:8][N:9]=[C:10]([C:11]3[CH:16]=[CH:15][N:14]=[C:13]([S:17][CH3:18])[N:12]=3)[C:5]2=[CH:4][N:3]=1.[NH2:19][CH2:20][CH2:21][OH:22].C(N(CC)CC)C.